Regression/Classification. Given a drug SMILES string, predict its absorption, distribution, metabolism, or excretion properties. Task type varies by dataset: regression for continuous measurements (e.g., permeability, clearance, half-life) or binary classification for categorical outcomes (e.g., BBB penetration, CYP inhibition). Dataset: cyp2c9_veith. From a dataset of CYP2C9 inhibition data for predicting drug metabolism from PubChem BioAssay. (1) The molecule is O=C(O)[C@H](CCc1ccccn1)c1ccccc1. The result is 0 (non-inhibitor). (2) The compound is Cn1c(=O)c2c(ncn2CN2CCN(Cn3cnc4c3c(=O)n(C)c(=O)n4C)CC2)n(C)c1=O. The result is 0 (non-inhibitor). (3) The compound is CCOC(=O)C[C@@H](C(=O)OCC)[C@@H]1CCCCC1=O. The result is 0 (non-inhibitor). (4) The drug is Cn1ncc([N+](=O)[O-])c1C(=O)N1CCOCC1. The result is 0 (non-inhibitor).